This data is from NCI-60 drug combinations with 297,098 pairs across 59 cell lines. The task is: Regression. Given two drug SMILES strings and cell line genomic features, predict the synergy score measuring deviation from expected non-interaction effect. (1) Drug 1: CC1=C(N=C(N=C1N)C(CC(=O)N)NCC(C(=O)N)N)C(=O)NC(C(C2=CN=CN2)OC3C(C(C(C(O3)CO)O)O)OC4C(C(C(C(O4)CO)O)OC(=O)N)O)C(=O)NC(C)C(C(C)C(=O)NC(C(C)O)C(=O)NCCC5=NC(=CS5)C6=NC(=CS6)C(=O)NCCC[S+](C)C)O. Drug 2: C1CN(P(=O)(OC1)NCCCl)CCCl. Cell line: HL-60(TB). Synergy scores: CSS=6.97, Synergy_ZIP=-2.46, Synergy_Bliss=-4.04, Synergy_Loewe=-76.7, Synergy_HSA=-4.94. (2) Drug 1: C1=NC2=C(N=C(N=C2N1C3C(C(C(O3)CO)O)O)F)N. Drug 2: CN1C2=C(C=C(C=C2)N(CCCl)CCCl)N=C1CCCC(=O)O.Cl. Cell line: SW-620. Synergy scores: CSS=2.02, Synergy_ZIP=-1.09, Synergy_Bliss=-1.03, Synergy_Loewe=-28.2, Synergy_HSA=-1.17.